Dataset: Reaction yield outcomes from USPTO patents with 853,638 reactions. Task: Predict the reaction yield, written as a fraction of the theoretical maximum amount of product (1.0 means a 100% yield; for example, 0.34 means a 34% yield). (1) The reactants are [Cl:1][C:2]1[C:12]([Cl:13])=[CH:11][CH:10]=[CH:9][C:3]=1[CH2:4][NH:5][CH2:6][CH2:7][OH:8].CC(C)([O-])C.[Na+].[Cl:20][C:21]1[CH:26]=[C:25]([C:27]2[N:28]=[N:29][C:30](Cl)=[CH:31][CH:32]=2)[CH:24]=[C:23]([Cl:34])[C:22]=1[OH:35]. The catalyst is C1COCC1.ClCCl. The product is [Cl:34][C:23]1[CH:24]=[C:25]([C:27]2[N:28]=[N:29][C:30]([N:5]([CH2:4][C:3]3[CH:9]=[CH:10][CH:11]=[C:12]([Cl:13])[C:2]=3[Cl:1])[CH2:6][CH2:7][OH:8])=[CH:31][CH:32]=2)[CH:26]=[C:21]([Cl:20])[C:22]=1[OH:35]. The yield is 0.270. (2) The reactants are Br[C:2]1[CH:3]=[C:4]2[C:9](=[CH:10][C:11]=1[CH3:12])[N:8]([CH:13]([CH3:15])[CH3:14])[CH2:7][CH2:6][CH2:5]2.[C:16](=[O:19])([O-])[O-].[K+].[K+].CO[CH2:24][CH2:25][O:26][CH3:27]. The catalyst is O.C(OCC)(=O)C.C1C=CC([P]([Pd]([P](C2C=CC=CC=2)(C2C=CC=CC=2)C2C=CC=CC=2)([P](C2C=CC=CC=2)(C2C=CC=CC=2)C2C=CC=CC=2)[P](C2C=CC=CC=2)(C2C=CC=CC=2)C2C=CC=CC=2)(C2C=CC=CC=2)C2C=CC=CC=2)=CC=1. The product is [CH:13]([N:8]1[C:9]2[C:4](=[CH:3][C:2]([C:3]3[CH:2]=[C:11]([CH:10]=[CH:24][C:25]=3[O:26][CH3:27])[CH:16]=[O:19])=[C:11]([CH3:12])[CH:10]=2)[CH2:5][CH2:6][CH2:7]1)([CH3:15])[CH3:14]. The yield is 0.790. (3) The reactants are [Li]CCCC.[CH3:6][N:7]1[CH:11]=[CH:10][N:9]=[CH:8]1.Cl[Si](CC)(CC)CC.[Cl:20][C:21]1[CH:51]=[CH:50][C:24]([C:25]([C:27]2[CH:28]=[C:29]3[C:34](=[CH:35][CH:36]=2)[N:33]([CH3:37])[C:32](=[O:38])[CH:31]=[C:30]3[C:39]2[S:40][CH:41]=[C:42]([C:44]3C=CC=CC=3)[N:43]=2)=[O:26])=[CH:23][CH:22]=1. The catalyst is CCCCCC.C1COCC1. The product is [Cl:20][C:21]1[CH:51]=[CH:50][C:24]([C:25]([OH:26])([C:11]2[N:7]([CH3:6])[CH:8]=[N:9][CH:10]=2)[C:27]2[CH:28]=[C:29]3[C:34](=[CH:35][CH:36]=2)[N:33]([CH3:37])[C:32](=[O:38])[CH:31]=[C:30]3[C:39]2[S:40][CH:41]=[C:42]([CH3:44])[N:43]=2)=[CH:23][CH:22]=1. The yield is 0.120. (4) The reactants are [O:1]=[C:2]1[CH2:7][O:6][CH2:5][C@H:4]2[CH2:8][CH2:9][C@@H:10]([C:12]([OH:14])=O)[CH2:11][N:3]12.Cl.[Cl:16][C:17]1[C:18]([CH2:23][NH2:24])=[N:19][CH:20]=[CH:21][N:22]=1.CN(C(ON1N=NC2C=CC=NC1=2)=[N+](C)C)C.F[P-](F)(F)(F)(F)F.C(N(CC)CC)C. The catalyst is ClCCl. The product is [Cl:16][C:17]1[C:18]([CH2:23][NH:24][C:12]([C@H:10]2[CH2:11][N:3]3[C@@H:4]([CH2:5][O:6][CH2:7][C:2]3=[O:1])[CH2:8][CH2:9]2)=[O:14])=[N:19][CH:20]=[CH:21][N:22]=1. The yield is 0.583. (5) The reactants are N(C(C)C)C(C)C.[Li]CCCC.CC(C)=O.C(=O)=O.[CH2:20]([N:24]1[C:32]2[C:27](=[CH:28][CH:29]=[C:30]([O:33][CH3:34])[CH:31]=2)[C:26]([C:35]#[N:36])=[CH:25]1)[CH2:21][CH2:22][CH3:23].B(OC)(OC)OC.I[C:45]1[CH:51]=[CH:50][C:48]([NH2:49])=[CH:47][CH:46]=1. The catalyst is C1COCC1.CN(C=O)C. The product is [NH2:49][C:48]1[CH:50]=[CH:51][C:45]([C:25]2[N:24]([CH2:20][CH2:21][CH2:22][CH3:23])[C:32]3[C:27]([C:26]=2[C:35]#[N:36])=[CH:28][CH:29]=[C:30]([O:33][CH3:34])[CH:31]=3)=[CH:46][CH:47]=1. The yield is 0.860. (6) The reactants are Br[C:2]1[CH:9]=[CH:8][C:5]([C:6]#[N:7])=[CH:4][C:3]=1[O:10][CH3:11].C([Li])CCC.C(O[B:21]1[O:25][C:24]([CH3:27])([CH3:26])[C:23]([CH3:29])([CH3:28])[O:22]1)(C)C. The catalyst is C(OCC)C. The product is [CH3:11][O:10][C:3]1[CH:4]=[C:5]([CH:8]=[CH:9][C:2]=1[B:21]1[O:25][C:24]([CH3:27])([CH3:26])[C:23]([CH3:29])([CH3:28])[O:22]1)[C:6]#[N:7]. The yield is 0.530. (7) The reactants are [CH3:1][O:2][C:3](=[O:25])[CH2:4][CH2:5][CH2:6][O:7][C:8]1[CH:13]=[CH:12][C:11]([CH2:14][C:15]([O:17]CC2C=CC=CC=2)=[O:16])=[CH:10][CH:9]=1. The catalyst is CCOC(C)=O.[Pd].[C]. The product is [CH3:1][O:2][C:3](=[O:25])[CH2:4][CH2:5][CH2:6][O:7][C:8]1[CH:13]=[CH:12][C:11]([CH2:14][C:15]([OH:17])=[O:16])=[CH:10][CH:9]=1. The yield is 1.00. (8) The reactants are [CH2:1]([CH:4]([CH2:13][CH2:14][CH3:15])[C:5]([O:7][CH2:8][CH2:9][C:10]([OH:12])=[O:11])=[O:6])[CH2:2][CH3:3].[CH2:16]1[O:21][CH:20]([C:22]2[CH:27]=[CH:26][CH:25]=[CH:24][CH:23]=2)[O:19][CH2:18][CH:17]1O.C(N(CC)CC)C. The catalyst is C(Cl)Cl. The product is [CH2:13]([CH:4]([CH2:1][CH2:2][CH3:3])[C:5]([O:7][CH2:8][CH2:9][C:10](=[O:12])[O:11][CH:17]1[CH2:18][O:19][CH:20]([C:22]2[CH:23]=[CH:24][CH:25]=[CH:26][CH:27]=2)[O:21][CH2:16]1)=[O:6])[CH2:14][CH3:15]. The yield is 0.830. (9) The reactants are [NH:1]1[CH:5]=[C:4]([C:6]2[CH:7]=[CH:8][C:9]3[N:10]([C:12]([CH2:15][C:16]4[CH:17]=[C:18]5[C:23](=[CH:24][CH:25]=4)[N:22]=[CH:21][CH:20]=[CH:19]5)=[N:13][N:14]=3)[N:11]=2)[CH:3]=[N:2]1.CCN(C(C)C)C(C)C.[CH3:35][S:36](Cl)(=[O:38])=[O:37]. The catalyst is C(Cl)Cl. The product is [CH3:35][S:36]([N:1]1[CH:5]=[C:4]([C:6]2[CH:7]=[CH:8][C:9]3[N:10]([C:12]([CH2:15][C:16]4[CH:17]=[C:18]5[C:23](=[CH:24][CH:25]=4)[N:22]=[CH:21][CH:20]=[CH:19]5)=[N:13][N:14]=3)[N:11]=2)[CH:3]=[N:2]1)(=[O:38])=[O:37]. The yield is 0.310. (10) The reactants are Cl[CH2:2][C:3]1[S:7][C:6]([C:8]2[NH:9][C:10]3[C:15]([CH:16]=2)=[CH:14][CH:13]=[CH:12][C:11]=3[NH:17][S:18]([C:21]2[S:22][CH:23]=[CH:24][CH:25]=2)(=[O:20])=[O:19])=[N:5][CH:4]=1.[N:26]1([CH2:32][C:33]([O:35][CH2:36][CH3:37])=[O:34])[CH2:31][CH2:30][NH:29][CH2:28][CH2:27]1.C(N(CC)CC)C.[Cl-].[NH4+]. The catalyst is CN(C)C=O. The product is [CH2:36]([O:35][C:33](=[O:34])[CH2:32][N:26]1[CH2:31][CH2:30][N:29]([CH2:2][C:3]2[S:7][C:6]([C:8]3[NH:9][C:10]4[C:15]([CH:16]=3)=[CH:14][CH:13]=[CH:12][C:11]=4[NH:17][S:18]([C:21]3[S:22][CH:23]=[CH:24][CH:25]=3)(=[O:20])=[O:19])=[N:5][CH:4]=2)[CH2:28][CH2:27]1)[CH3:37]. The yield is 0.830.